Dataset: Reaction yield outcomes from USPTO patents with 853,638 reactions. Task: Predict the reaction yield, written as a fraction of the theoretical maximum amount of product (1.0 means a 100% yield; for example, 0.34 means a 34% yield). (1) The reactants are [CH3:1][O:2][C:3]([C:5]1[CH:10]=[CH:9][C:8](Br)=[C:7]([O:12][CH2:13][CH:14]2[CH2:16][CH2:15]2)[N:6]=1)=[O:4].[F:17][C:18]([F:27])([F:26])[CH2:19][NH:20][CH2:21][C:22]([F:25])([F:24])[F:23].C1(P(C2C=CC=CC=2)C2C=CC3C(=CC=CC=3)C=2C2C3C(=CC=CC=3)C=CC=2P(C2C=CC=CC=2)C2C=CC=CC=2)C=CC=CC=1.C(=O)([O-])[O-].[Cs+].[Cs+]. The catalyst is C1(C)C=CC=CC=1.C1C=CC(/C=C/C(/C=C/C2C=CC=CC=2)=O)=CC=1.C1C=CC(/C=C/C(/C=C/C2C=CC=CC=2)=O)=CC=1.C1C=CC(/C=C/C(/C=C/C2C=CC=CC=2)=O)=CC=1.[Pd].[Pd]. The product is [CH3:1][O:2][C:3]([C:5]1[CH:10]=[CH:9][C:8]([N:20]([CH2:19][C:18]([F:17])([F:26])[F:27])[CH2:21][C:22]([F:25])([F:24])[F:23])=[C:7]([O:12][CH2:13][CH:14]2[CH2:16][CH2:15]2)[N:6]=1)=[O:4]. The yield is 0.297. (2) The reactants are [CH2:1]([OH:13])[CH2:2][O:3][CH2:4][CH2:5][O:6][CH2:7][CH2:8][O:9][CH2:10][CH2:11][OH:12].[OH-].[Na+].[CH2:16](Cl)[C:17]1[CH:22]=[CH:21][CH:20]=[CH:19][CH:18]=1. The catalyst is [Na+].[Cl-]. The product is [CH2:16]([O:12][CH2:11][CH2:10][O:9][CH2:8][CH2:7][O:6][CH2:5][CH2:4][O:3][CH2:2][CH2:1][OH:13])[C:17]1[CH:22]=[CH:21][CH:20]=[CH:19][CH:18]=1. The yield is 0.710. (3) The reactants are [H-].[Na+].[F:3][C:4]1[CH:9]=[CH:8][C:7]([NH:10][C:11](=[O:13])[CH3:12])=[CH:6][C:5]=1[N+:14]([O-:16])=[O:15].I[CH3:18]. The catalyst is C1COCC1. The product is [F:3][C:4]1[CH:9]=[CH:8][C:7]([N:10]([CH3:18])[C:11](=[O:13])[CH3:12])=[CH:6][C:5]=1[N+:14]([O-:16])=[O:15]. The yield is 0.880.